From a dataset of Full USPTO retrosynthesis dataset with 1.9M reactions from patents (1976-2016). Predict the reactants needed to synthesize the given product. (1) Given the product [Cl-:1].[CH:2]1([CH2:16][NH+:17]([CH3:19])[CH2:18][CH3:20])[C:15]2[N:7]([N:8]=[C:9]3[C:14]=2[CH:13]=[CH:12][CH:11]=[CH:10]3)[CH2:6][CH2:5][CH2:4][O:3]1, predict the reactants needed to synthesize it. The reactants are: [Cl-:1].[CH:2]1([CH2:16][NH+:17]([CH3:19])[CH3:18])[C:15]2[N:7]([N:8]=[C:9]3[C:14]=2[CH:13]=[CH:12][CH:11]=[CH:10]3)[CH2:6][CH2:5][CH2:4][O:3]1.[CH:20](=O)C. (2) Given the product [Cl-:1].[Cl:1][CH2:2][CH2:3][C:4]1[CH:23]=[CH:22][C:7]([O:8][CH2:9][CH2:10][O:11][CH2:12][CH2:13][NH3+:14])=[CH:6][CH:5]=1, predict the reactants needed to synthesize it. The reactants are: [Cl:1][CH2:2][CH2:3][C:4]1[CH:23]=[CH:22][C:7]([O:8][CH2:9][CH2:10][O:11][CH2:12][CH2:13][NH:14]C(=O)OC(C)(C)C)=[CH:6][CH:5]=1.C([SiH](CC)CC)C.FC(F)(F)C(O)=O. (3) The reactants are: [CH2:1]1[O:11][C:10]2[CH:9]=[CH:8][C:5]([CH2:6][NH2:7])=[CH:4][C:3]=2[O:2]1.[CH2:12]1[O:20][C:19]2[CH:18]=[CH:17][C:16]([N:21]=[C:22]=[O:23])=[CH:15][C:14]=2[O:13]1. Given the product [CH2:12]1[O:20][C:19]2[CH:18]=[CH:17][C:16]([NH:21][C:22]([NH:7][CH2:6][C:5]3[CH:8]=[CH:9][C:10]4[O:11][CH2:1][O:2][C:3]=4[CH:4]=3)=[O:23])=[CH:15][C:14]=2[O:13]1, predict the reactants needed to synthesize it. (4) The reactants are: [F:1][C:2]1[CH:3]=[C:4]([OH:9])[CH:5]=[CH:6][C:7]=1[CH3:8].[N+:10]([O-])([OH:12])=[O:11]. Given the product [F:1][C:2]1[C:7]([CH3:8])=[CH:6][C:5]([N+:10]([O-:12])=[O:11])=[C:4]([OH:9])[CH:3]=1, predict the reactants needed to synthesize it. (5) Given the product [C:23]([C:27]1[CH:28]=[C:29]([CH:33]=[CH:34][N:35]=1)[C:30]([NH:6][C:5]1[CH:7]=[CH:8][C:2]([CH3:1])=[C:3]([N:9]2[C:16]3[N:12]([N:13]=[C:14]([C:17]4[CH:18]=[N:19][CH:20]=[CH:21][CH:22]=4)[CH:15]=3)[CH:11]=[CH:10]2)[CH:4]=1)=[O:31])([CH3:26])([CH3:24])[CH3:25], predict the reactants needed to synthesize it. The reactants are: [CH3:1][C:2]1[CH:8]=[CH:7][C:5]([NH2:6])=[CH:4][C:3]=1[N:9]1[C:16]2[N:12]([N:13]=[C:14]([C:17]3[CH:18]=[N:19][CH:20]=[CH:21][CH:22]=3)[CH:15]=2)[CH:11]=[CH:10]1.[C:23]([C:27]1[CH:28]=[C:29]([CH:33]=[CH:34][N:35]=1)[C:30](O)=[O:31])([CH3:26])([CH3:25])[CH3:24]. (6) The reactants are: [S:1]([O:8]S(C(F)(F)F)(=O)=O)([C:4]([F:7])([F:6])[F:5])(=[O:3])=[O:2].O[C:17]1[C:34]([CH3:35])=[CH:33][C:20]2[CH2:21][CH2:22][N:23]([C:26]([O:28][C:29]([CH3:32])([CH3:31])[CH3:30])=[O:27])[CH2:24][CH2:25][C:19]=2[CH:18]=1.N1C=CC=CC=1. Given the product [CH3:35][C:34]1[C:17]([O:8][S:1]([C:4]([F:7])([F:6])[F:5])(=[O:3])=[O:2])=[CH:18][C:19]2[CH2:25][CH2:24][N:23]([C:26]([O:28][C:29]([CH3:30])([CH3:32])[CH3:31])=[O:27])[CH2:22][CH2:21][C:20]=2[CH:33]=1, predict the reactants needed to synthesize it. (7) Given the product [Br:18][C:19]1[CH:20]=[C:21]([C:25]2([C:2]3[CH:3]=[C:4]([CH3:12])[C:5]([O:9][CH2:10][F:11])=[C:6]([CH3:8])[CH:7]=3)[C:33]3[C:34](=[N:35][CH:36]=[CH:37][CH:38]=3)[C:39]([NH2:40])=[N:26]2)[CH:22]=[CH:23][CH:24]=1, predict the reactants needed to synthesize it. The reactants are: Br[C:2]1[CH:3]=[C:4]([CH3:12])[C:5]([O:9][CH2:10][F:11])=[C:6]([CH3:8])[CH:7]=1.C([Li])CCC.[Br:18][C:19]1[CH:20]=[C:21]([C:25]([C:33]2[C:34]([C:39]#[N:40])=[N:35][CH:36]=[CH:37][CH:38]=2)=[N:26]S(C(C)(C)C)=O)[CH:22]=[CH:23][CH:24]=1.C([O-])(O)=O.[Na+].Cl.N.